This data is from Full USPTO retrosynthesis dataset with 1.9M reactions from patents (1976-2016). The task is: Predict the reactants needed to synthesize the given product. (1) Given the product [ClH:15].[CH2:17]([O:11][C:10]([CH:4]1[CH:3]([NH2:2])[CH:8]2[CH2:9][CH:5]1[CH2:6][CH2:7]2)=[O:12])[CH3:18], predict the reactants needed to synthesize it. The reactants are: Cl.[NH2:2][CH:3]1[CH:8]2[CH2:9][CH:5]([CH2:6][CH2:7]2)[CH:4]1[C:10]([OH:12])=[O:11].S(Cl)([Cl:15])=O.[CH2:17](O)[CH3:18]. (2) Given the product [Cl:1][C:2]1[C:3]([C:9](=[O:11])[CH3:10])=[N:4][CH:5]=[C:6]([OH:13])[CH:7]=1, predict the reactants needed to synthesize it. The reactants are: [Cl:1][C:2]1[C:3]([C:9](=[O:11])[CH3:10])=[N:4][CH:5]=[C:6](Cl)[CH:7]=1.C(=O)([O-])[O-:13].[K+].[K+].C(=NO)C.O. (3) The reactants are: [CH3:1][C:2]1[CH2:3][C:4]2[CH:5]=[CH:6][C:7]3[CH:15]=[CH:14][CH:13]=[CH:12][C:8]=3[C:9]=2[C:10]=1[Li].[CH3:16][Si:17]([CH3:20])(Cl)[Cl:18]. Given the product [CH3:1][C:2]1[CH2:3][C:4]2[CH:5]=[CH:6][C:7]3[CH:15]=[CH:14][CH:13]=[CH:12][C:8]=3[C:9]=2[C:10]=1[Si:17]([CH3:20])([CH3:16])[Cl:18], predict the reactants needed to synthesize it. (4) Given the product [Cl:1][C:2]1[CH:3]=[CH:4][C:5]2[N:11]3[C:12]([C:15]([F:18])([F:17])[F:16])=[N:13][N:14]=[C:10]3[C@@H:9]([CH2:19][C:20]([N:33]3[CH2:38][CH2:37][CH:36]([CH2:39][C:40]([O:42][C:43]([CH3:46])([CH3:45])[CH3:44])=[O:41])[CH2:35][CH2:34]3)=[O:22])[O:8][C@H:7]([C:23]3[CH:28]=[CH:27][CH:26]=[C:25]([O:29][CH3:30])[C:24]=3[Cl:31])[C:6]=2[CH:32]=1, predict the reactants needed to synthesize it. The reactants are: [Cl:1][C:2]1[CH:3]=[CH:4][C:5]2[N:11]3[C:12]([C:15]([F:18])([F:17])[F:16])=[N:13][N:14]=[C:10]3[C@@H:9]([CH2:19][C:20]([OH:22])=O)[O:8][C@H:7]([C:23]3[CH:28]=[CH:27][CH:26]=[C:25]([O:29][CH3:30])[C:24]=3[Cl:31])[C:6]=2[CH:32]=1.[NH:33]1[CH2:38][CH2:37][CH:36]([CH2:39][C:40]([O:42][C:43]([CH3:46])([CH3:45])[CH3:44])=[O:41])[CH2:35][CH2:34]1.Cl.C(N=C=NCCCN(C)C)C.O.ON1C2C=CC=CC=2N=N1.C(=O)([O-])O.[Na+]. (5) Given the product [CH2:1]([C:4]1[C:5]([OH:6])=[C:7]([CH2:12][CH2:13][CH3:14])[CH:8]=[CH:9][C:10]=1[OH:11])[CH2:2][CH3:3], predict the reactants needed to synthesize it. The reactants are: [CH2:1]([C:4]1[C:10]([OH:11])=[CH:9][CH:8]=[C:7]([CH2:12][CH:13]=[CH2:14])[C:5]=1[OH:6])[CH:2]=[CH2:3]. (6) Given the product [CH2:4]=[C:3]1[C:10]2[C:15](=[CH:14][CH:13]=[CH:12][CH:11]=2)[S:6][CH2:1][CH2:2]1, predict the reactants needed to synthesize it. The reactants are: [CH2:1]([Li])[CH2:2][CH2:3][CH3:4].[S:6]1[C:15]2[C:10](=[CH:11][CH:12]=[CH:13][CH:14]=2)C(=O)CC1. (7) Given the product [CH:11]([N:9]1[CH2:10][C:5]2[C:4]([NH:15][CH2:16][C:17]3[CH:18]=[N:19][C:20]4[C:25]([CH:26]=3)=[CH:24][CH:23]=[CH:22][CH:21]=4)=[N:3][C:2]([N:27]3[CH2:32][CH2:31][NH:30][CH2:29][CH2:28]3)=[N:7][C:6]=2[C:8]1=[O:14])([CH3:13])[CH3:12].[C:49]([OH:55])([C:51]([F:54])([F:53])[F:52])=[O:50], predict the reactants needed to synthesize it. The reactants are: Cl[C:2]1[N:3]=[C:4]([NH:15][CH2:16][C:17]2[CH:18]=[N:19][C:20]3[C:25]([CH:26]=2)=[CH:24][CH:23]=[CH:22][CH:21]=3)[C:5]2[CH2:10][N:9]([CH:11]([CH3:13])[CH3:12])[C:8](=[O:14])[C:6]=2[N:7]=1.[N:27]1(C(OC(C)(C)C)=O)[CH2:32][CH2:31][NH:30][CH2:29][CH2:28]1.CCN(C(C)C)C(C)C.[C:49]([OH:55])([C:51]([F:54])([F:53])[F:52])=[O:50]. (8) Given the product [F:1][C:2]1[CH:3]=[CH:4][C:5]([N:8]([CH3:22])[C:9]2[CH:14]=[N:13][C:12]([NH:15][C:16]3[CH:21]=[CH:20][CH:19]=[C:18]([O:32][CH3:31])[CH:17]=3)=[N:11][CH:10]=2)=[CH:6][CH:7]=1, predict the reactants needed to synthesize it. The reactants are: [F:1][C:2]1[CH:7]=[CH:6][C:5]([N:8]([CH3:22])[C:9]2[CH:10]=[N:11][C:12]([NH:15][C:16]3[CH:21]=[CH:20][CH:19]=[CH:18][CH:17]=3)=[N:13][CH:14]=2)=[CH:4][CH:3]=1.ClC1N=CC(Br)=CN=1.[CH3:31][O:32]C1C=CC=C(N)C=1.